Dataset: Forward reaction prediction with 1.9M reactions from USPTO patents (1976-2016). Task: Predict the product of the given reaction. (1) Given the reactants Cl[CH2:2][CH2:3][CH2:4][CH:5]([C:15]1O[C:17]([C:20]2[CH:25]=[CH:24][C:23]([C:26]3[O:30][C:29]([CH3:31])=[N:28][CH:27]=3)=[C:22]([O:32][CH3:33])[CH:21]=2)=[N:18][N:19]=1)[C:6]1[CH:11]=[C:10]([F:12])[C:9]([F:13])=[C:8]([F:14])[CH:7]=1.C([O-])(=O)C.[NH4+:38], predict the reaction product. The product is: [CH3:33][O:32][C:22]1[CH:21]=[C:20]([C:17]2[N:38]=[C:15]3[CH:5]([C:6]4[CH:11]=[C:10]([F:12])[C:9]([F:13])=[C:8]([F:14])[CH:7]=4)[CH2:4][CH2:3][CH2:2][N:19]3[N:18]=2)[CH:25]=[CH:24][C:23]=1[C:26]1[O:30][C:29]([CH3:31])=[N:28][CH:27]=1. (2) Given the reactants C([O-])(=O)C.[Na+].[CH3:6][O:7][C:8]1[CH:13]=[CH:12][CH:11]=[CH:10][N:9]=1.[Br:14]Br.[OH-].[Na+].S([O-])([O-])=O.[Na+].[Na+], predict the reaction product. The product is: [Br:14][C:11]1[CH:12]=[CH:13][C:8]([O:7][CH3:6])=[N:9][CH:10]=1. (3) Given the reactants [Cl:1][C:2]1[N:7]=[C:6]([CH:8]=[CH:9][C:10]2[CH:11]=[C:12]([NH:16][C:17](=[O:22])[C:18]([F:21])([F:20])[F:19])[CH:13]=[CH:14][CH:15]=2)[CH:5]=[CH:4][N:3]=1.[I-].[NH2:24][N+:25]1[CH:30]=[CH:29][CH:28]=[CH:27][CH:26]=1.[OH-].[K+].C([O-])([O-])=O.[K+].[K+], predict the reaction product. The product is: [Cl:1][C:2]1[N:7]=[C:6]([C:8]2[C:9]([C:10]3[CH:11]=[C:12]([NH:16][C:17](=[O:22])[C:18]([F:19])([F:20])[F:21])[CH:13]=[CH:14][CH:15]=3)=[N:24][N:25]3[CH:30]=[CH:29][CH:28]=[CH:27][C:26]=23)[CH:5]=[CH:4][N:3]=1. (4) Given the reactants [C:1]([O:5][C:6]([N:8]1[CH2:13][C@@H:12]([O:14][CH2:15][C@H:16]2[CH2:18][O:17]2)[C@H:11]([C:19]2[CH:24]=[CH:23][C:22]([O:25][CH2:26][CH2:27][CH2:28][O:29][C:30]3[CH:35]=[CH:34][CH:33]=[CH:32][C:31]=3[C:36]#[N:37])=[CH:21][CH:20]=2)[C@@H:10]([O:38][CH2:39][C:40]2[CH:49]=[C:48]([O:50][CH3:51])[C:47]3[C:42](=[CH:43][CH:44]=[CH:45][CH:46]=3)[CH:41]=2)[CH2:9]1)=[O:7])([CH3:4])([CH3:3])[CH3:2].[H-].[Na+], predict the reaction product. The product is: [C:1]([O:5][C:6]([N:8]1[CH2:9][C@H:10]([O:38][CH2:39][C:40]2[CH:49]=[C:48]([O:50][CH3:51])[C:47]3[C:42](=[CH:43][CH:44]=[CH:45][CH:46]=3)[CH:41]=2)[C@@H:11]([C:19]2[CH:20]=[CH:21][C:22]([O:25][CH2:26][CH2:27][CH2:28][O:29][C:30]3[CH:35]=[CH:34][CH:33]=[CH:32][C:31]=3[C:36]#[N:37])=[CH:23][CH:24]=2)[C@H:12]([O:14][CH2:15][C@H:16]([OH:17])[CH2:18][O:17][CH2:16][CH2:15][O:14][CH3:12])[CH2:13]1)=[O:7])([CH3:4])([CH3:2])[CH3:3]. (5) Given the reactants [Cl:1][C:2]1[CH:7]=[C:6]([Cl:8])[CH:5]=[CH:4][C:3]=1[CH2:9][NH:10][CH:11]1[CH2:16][CH2:15][N:14]([C:17]([O:19][C:20]([CH3:23])([CH3:22])[CH3:21])=[O:18])[CH2:13][CH2:12]1.[CH3:24][C:25]([CH3:31])([CH2:28][CH:29]=O)[C:26]#[N:27].C(O[BH-](OC(=O)C)OC(=O)C)(=O)C.[Na+], predict the reaction product. The product is: [Cl:1][C:2]1[CH:7]=[C:6]([Cl:8])[CH:5]=[CH:4][C:3]=1[CH2:9][N:10]([CH2:29][CH2:28][C:25]([C:26]#[N:27])([CH3:31])[CH3:24])[CH:11]1[CH2:12][CH2:13][N:14]([C:17]([O:19][C:20]([CH3:23])([CH3:22])[CH3:21])=[O:18])[CH2:15][CH2:16]1. (6) Given the reactants [CH2:1]([NH:3][S:4]([C:7]([F:31])([F:30])[C:8]([F:29])([F:28])[C:9]([F:27])([F:26])[C:10]([F:25])([F:24])[C:11]([F:23])([F:22])[C:12]([F:21])([F:20])[C:13]([F:19])([F:18])[C:14]([F:17])([F:16])[F:15])(=[O:6])=[O:5])[CH3:2].[H-].[Na+].[CH2:34]([O:41][C:42]([N:44]1[CH2:46][CH2:45]1)=[O:43])[C:35]1[CH:40]=[CH:39][CH:38]=[CH:37][CH:36]=1, predict the reaction product. The product is: [CH2:1]([N:3]([CH2:46][CH2:45][NH:44][C:42]([O:41][CH2:34][C:35]1[CH:40]=[CH:39][CH:38]=[CH:37][CH:36]=1)=[O:43])[S:4]([C:7]([F:31])([F:30])[C:8]([F:28])([F:29])[C:9]([F:26])([F:27])[C:10]([F:24])([F:25])[C:11]([F:22])([F:23])[C:12]([F:20])([F:21])[C:13]([F:18])([F:19])[C:14]([F:17])([F:16])[F:15])(=[O:6])=[O:5])[CH3:2]. (7) Given the reactants [Cl:1][C:2]1[CH:3]=[C:4]([CH:7]=[C:8]([O:10][C:11]2[C:16](=[O:17])[N:15]([CH2:18][C:19]3[C:24]([O:25]C)=[N:23][CH:22]=[CH:21][N:20]=3)[CH:14]=[N:13][C:12]=2[C:27]([F:30])([F:29])[F:28])[CH:9]=1)[C:5]#[N:6].C[Si](Cl)(C)C.O, predict the reaction product. The product is: [Cl:1][C:2]1[CH:3]=[C:4]([CH:7]=[C:8]([O:10][C:11]2[C:16](=[O:17])[N:15]([CH2:18][C:19]3[C:24](=[O:25])[NH:23][CH:22]=[CH:21][N:20]=3)[CH:14]=[N:13][C:12]=2[C:27]([F:29])([F:30])[F:28])[CH:9]=1)[C:5]#[N:6]. (8) Given the reactants [CH3:1][O:2][C:3](=[O:24])[C:4]1[CH:9]=[CH:8][C:7]([NH:10][C:11]([C:13]2[S:17][C:16]3[CH:18]=[CH:19][CH:20]=[CH:21][C:15]=3[C:14]=2[Cl:22])=[O:12])=[C:6]([OH:23])[CH:5]=1.C(=O)([O-])[O-].[K+].[K+].[Cl:31][C:32]1[CH:39]=[CH:38][C:35]([CH2:36]Br)=[CH:34][CH:33]=1.O, predict the reaction product. The product is: [CH3:1][O:2][C:3](=[O:24])[C:4]1[CH:9]=[CH:8][C:7]([NH:10][C:11]([C:13]2[S:17][C:16]3[CH:18]=[CH:19][CH:20]=[CH:21][C:15]=3[C:14]=2[Cl:22])=[O:12])=[C:6]([O:23][CH2:36][C:35]2[CH:38]=[CH:39][C:32]([Cl:31])=[CH:33][CH:34]=2)[CH:5]=1. (9) Given the reactants [CH2:1]([O:4][C:5](=[O:18])[C:6]1[C:11]([CH3:12])=[CH:10][C:9]([O:13][CH2:14][CH2:15][CH3:16])=[CH:8][C:7]=1[OH:17])[CH:2]=[CH2:3].Br[CH2:20][C:21]1[CH:41]=[CH:40][C:24]([O:25][CH2:26][CH2:27][C:28]2[N:29]=[C:30]([C:34]3[CH:39]=[CH:38][CH:37]=[CH:36][CH:35]=3)[O:31][C:32]=2[CH3:33])=[CH:23][CH:22]=1.C(=O)([O-])[O-].[K+].[K+], predict the reaction product. The product is: [CH2:1]([O:4][C:5](=[O:18])[C:6]1[C:7]([O:17][CH2:20][C:21]2[CH:22]=[CH:23][C:24]([O:25][CH2:26][CH2:27][C:28]3[N:29]=[C:30]([C:34]4[CH:39]=[CH:38][CH:37]=[CH:36][CH:35]=4)[O:31][C:32]=3[CH3:33])=[CH:40][CH:41]=2)=[CH:8][C:9]([O:13][CH2:14][CH2:15][CH3:16])=[CH:10][C:11]=1[CH3:12])[CH:2]=[CH2:3].